From a dataset of Forward reaction prediction with 1.9M reactions from USPTO patents (1976-2016). Predict the product of the given reaction. (1) Given the reactants [NH:1]1[C:10]2[C:5](=[CH:6][CH:7]=[C:8]3[N:14]=[CH:13][CH:12]=[CH:11][C:9]3=2)[CH:4]=[N:3][C:2]1=O.[NH2:16][OH:17], predict the reaction product. The product is: [NH:1]1[C:10]2[C:5](=[CH:6][CH:7]=[C:8]3[N:14]=[CH:13][CH:12]=[CH:11][C:9]3=2)[CH:4]=[N:3][C:2]1=[N:16][OH:17]. (2) Given the reactants [CH3:1][O:2][C:3]1[CH:8]=[CH:7][C:6]([NH:9][C:10]2[N:11]=[N:12][C:13]([CH:16]([NH:18][C:19]([CH:21]3[CH2:26][CH2:25][O:24][CH2:23][CH2:22]3)=O)[CH3:17])=[CH:14][N:15]=2)=[CH:5][CH:4]=1.P(Cl)(Cl)(Cl)=O, predict the reaction product. The product is: [CH3:17][C:16]1[N:18]=[C:19]([CH:21]2[CH2:26][CH2:25][O:24][CH2:23][CH2:22]2)[N:12]2[C:13]=1[CH:14]=[N:15][C:10]([NH:9][C:6]1[CH:7]=[CH:8][C:3]([O:2][CH3:1])=[CH:4][CH:5]=1)=[N:11]2. (3) Given the reactants [CH3:1][O:2][C:3](=[O:15])[C:4]1[CH:9]=[C:8]([F:10])[CH:7]=[C:6]([N+:11]([O-:13])=[O:12])[C:5]=1O.C(N(CC)CC)C.S(OS(C(F)(F)F)(=O)=O)(C(F)(F)F)(=O)=O.[O-]S(C(F)(F)F)(=O)=O.[CH3:46][O:47][C:48](=[O:60])[N:49]([CH2:51][C:52]1[CH:57]=[CH:56][C:55]([C:58]#[CH:59])=[CH:54][CH:53]=1)[CH3:50], predict the reaction product. The product is: [CH3:1][O:2][C:3](=[O:15])[C:4]1[CH:9]=[C:8]([F:10])[CH:7]=[C:6]([N+:11]([O-:13])=[O:12])[C:5]=1[C:59]#[C:58][C:55]1[CH:56]=[CH:57][C:52]([CH2:51][N:49]([C:48]([O:47][CH3:46])=[O:60])[CH3:50])=[CH:53][CH:54]=1.